Dataset: Full USPTO retrosynthesis dataset with 1.9M reactions from patents (1976-2016). Task: Predict the reactants needed to synthesize the given product. Given the product [CH3:6][O:7][C:8](=[O:34])[CH2:9][CH2:10][CH2:11][CH2:12][CH2:13][C@H:14]([O:24][CH2:25][C:26]1[CH:31]=[CH:30][C:29]([O:32][CH3:33])=[CH:28][CH:27]=1)[C:15](=[O:23])[NH:16][C:17]1[CH:22]=[CH:21][CH:20]=[CH:19][CH:18]=1, predict the reactants needed to synthesize it. The reactants are: CCOCC.[CH3:6][O:7][C:8](=[O:34])[CH2:9][CH2:10][CH2:11][CH2:12][CH2:13][CH:14]([O:24][CH2:25][C:26]1[CH:31]=[CH:30][C:29]([O:32][CH3:33])=[CH:28][CH:27]=1)[C:15](=[O:23])[NH:16][C:17]1[CH:22]=[CH:21][CH:20]=[CH:19][CH:18]=1.